Task: Regression. Given a peptide amino acid sequence and an MHC pseudo amino acid sequence, predict their binding affinity value. This is MHC class I binding data.. Dataset: Peptide-MHC class I binding affinity with 185,985 pairs from IEDB/IMGT (1) The peptide sequence is YLQQNTHTL. The MHC is BoLA-T2b with pseudo-sequence BoLA-T2b. The binding affinity (normalized) is 0.0641. (2) The peptide sequence is EEIRRIWRQ. The MHC is HLA-A03:01 with pseudo-sequence HLA-A03:01. The binding affinity (normalized) is 0.0847. (3) The peptide sequence is MPMSMPIPM. The MHC is HLA-A02:01 with pseudo-sequence HLA-A02:01. The binding affinity (normalized) is 0.0847. (4) The peptide sequence is ILYKRETTR. The MHC is HLA-A01:01 with pseudo-sequence HLA-A01:01. The binding affinity (normalized) is 0.0113. (5) The binding affinity (normalized) is 0.388. The peptide sequence is FTDCRTIDAI. The MHC is HLA-A02:06 with pseudo-sequence HLA-A02:06. (6) The peptide sequence is FYVWGEEVPL. The MHC is H-2-Db with pseudo-sequence H-2-Db. The binding affinity (normalized) is 0.292.